This data is from NCI-60 drug combinations with 297,098 pairs across 59 cell lines. The task is: Regression. Given two drug SMILES strings and cell line genomic features, predict the synergy score measuring deviation from expected non-interaction effect. (1) Drug 1: CC1=C(C(=O)C2=C(C1=O)N3CC4C(C3(C2COC(=O)N)OC)N4)N. Drug 2: CC(C)CN1C=NC2=C1C3=CC=CC=C3N=C2N. Cell line: PC-3. Synergy scores: CSS=30.2, Synergy_ZIP=1.81, Synergy_Bliss=3.20, Synergy_Loewe=-0.741, Synergy_HSA=1.99. (2) Drug 1: C1=CC(=CC=C1CCCC(=O)O)N(CCCl)CCCl. Drug 2: C1=CC(=CC=C1C#N)C(C2=CC=C(C=C2)C#N)N3C=NC=N3. Cell line: MALME-3M. Synergy scores: CSS=6.93, Synergy_ZIP=-5.32, Synergy_Bliss=-5.96, Synergy_Loewe=-8.26, Synergy_HSA=-7.28.